Dataset: Catalyst prediction with 721,799 reactions and 888 catalyst types from USPTO. Task: Predict which catalyst facilitates the given reaction. (1) Reactant: [C:1]([O:5][C:6]([N:8]1[CH2:13][CH2:12][N:11]2[C:14]([CH2:19][CH3:20])=[N:15][C:16]([CH:17]=[O:18])=[C:10]2[CH:9]1[CH2:21][CH2:22][C:23]1[CH:28]=[CH:27][C:26]([C:29]([F:32])([F:31])[F:30])=[CH:25][CH:24]=1)=[O:7])([CH3:4])([CH3:3])[CH3:2].CC(C[AlH]CC(C)C)C.C1COCC1. Product: [C:1]([O:5][C:6]([N:8]1[CH2:13][CH2:12][N:11]2[C:14]([CH2:19][CH3:20])=[N:15][C:16]([CH2:17][OH:18])=[C:10]2[CH:9]1[CH2:21][CH2:22][C:23]1[CH:24]=[CH:25][C:26]([C:29]([F:30])([F:32])[F:31])=[CH:27][CH:28]=1)=[O:7])([CH3:2])([CH3:3])[CH3:4]. The catalyst class is: 11. (2) Reactant: [C:1]1([C:17](OCC2C=CC=CC=2)=[O:18])([C:7]([O:9][CH2:10][C:11]2[CH:16]=[CH:15][CH:14]=[CH:13][CH:12]=2)=[O:8])[CH2:6][CH2:5][CH2:4][CH2:3][CH2:2]1.[H-].C([Al+]CC(C)C)C(C)C. Product: [CH:17]([C:1]1([C:7]([O:9][CH2:10][C:11]2[CH:12]=[CH:13][CH:14]=[CH:15][CH:16]=2)=[O:8])[CH2:6][CH2:5][CH2:4][CH2:3][CH2:2]1)=[O:18]. The catalyst class is: 2. (3) Reactant: [OH:1][C@H:2]([CH3:6])[C:3](N)=O.F[B-](F)(F)F.C([O+](CC)CC)C.[C:19]([O:23][C:24](=[O:44])[NH:25][CH2:26][C@H:27]1[CH2:32][CH2:31][C@H:30]([NH:33][C:34]2[C:39]([NH2:40])=[CH:38][N:37]=[C:36]3[CH:41]=[CH:42][S:43][C:35]=23)[CH2:29][CH2:28]1)([CH3:22])([CH3:21])[CH3:20]. Product: [C:19]([O:23][C:24](=[O:44])[NH:25][CH2:26][C@H:27]1[CH2:28][CH2:29][C@H:30]([N:33]2[C:34]3=[C:35]4[S:43][CH:42]=[CH:41][C:36]4=[N:37][CH:38]=[C:39]3[N:40]=[C:3]2[C@H:2]([OH:1])[CH3:6])[CH2:31][CH2:32]1)([CH3:22])([CH3:20])[CH3:21]. The catalyst class is: 219. (4) Reactant: [O:1]=[S:2]1(=[O:23])[CH:7]([CH2:8][CH2:9][CH2:10][NH:11][CH3:12])[O:6][C:5]2[CH:13]=[CH:14][CH:15]=[CH:16][C:4]=2[N:3]1[C:17]1[CH:22]=[CH:21][CH:20]=[CH:19][CH:18]=1.O=S1(=O)C(CCCO)OC2C=CC=CC=2N1C1C=CC=CC=1.C1(C)C=CC(S([Cl:55])(=O)=O)=CC=1.CN.Cl. Product: [ClH:55].[O:23]=[S:2]1(=[O:1])[CH:7]([CH2:8][CH2:9][CH2:10][NH:11][CH3:12])[O:6][C:5]2[CH:13]=[CH:14][CH:15]=[CH:16][C:4]=2[N:3]1[C:17]1[CH:22]=[CH:21][CH:20]=[CH:19][CH:18]=1. The catalyst class is: 236. (5) Reactant: [CH3:1][Si]([N-][Si](C)(C)C)(C)C.[Li+].[O:11]=[C:12]1[CH2:17][CH2:16][CH2:15][CH2:14][N:13]1[C:18]([O:20][C:21]([CH3:24])([CH3:23])[CH3:22])=[O:19].[NH:25]1[CH:29]=[CH:28][N:27]=[CH:26]1.C(O)(=O)C[C:32]([CH2:37][C:38]([OH:40])=O)(C(O)=O)O. Product: [OH:40][CH:38]([C:37]1[N:25]=[CH:26][N:27]([CH2:28][CH2:29][CH3:1])[CH:32]=1)[CH:17]1[CH2:16][CH2:15][CH2:14][N:13]([C:18]([O:20][C:21]([CH3:24])([CH3:23])[CH3:22])=[O:19])[C:12]1=[O:11]. The catalyst class is: 7.